This data is from Antibody paratope prediction from SAbDab with 1,023 antibody chains. The task is: Token-level Classification. Given an antibody amino acid sequence, predict which amino acid positions are active in antigen binding. Output is a list of indices for active paratope positions. (1) Given the antibody sequence: QVELVQSGAEVKKPGSSVKVSCKASGGTFSSYGISWVRQAPGQGLEWMGGIIPIFGTANYAQKFQGRVTITADESTSTAYMELSSLRSEDTAVYYCARYDGIYGELDFWGQGTLVTVSS, which amino acid positions are active in antigen binding (paratope)? The paratope positions are: [52, 83, 84, 85, 104, 105]. (2) Given the antibody sequence: QVQLVQPGTAMKSLGSSLTITCRVSGDDLGSFHFGTYFMIWVRQAPGQGLEYMGGILPSTKTPTYAHKFRGRVSISAPGVPPVLSLALTNLTYDDTATYFCARERGRHFEPKNRDNLEGKFFDLWGRGTFVRVS, which amino acid positions are active in antigen binding (paratope)? The paratope positions are: [31, 32, 33, 34, 35, 57, 88, 89, 90, 109, 110, 111, 112, 113, 114, 115, 116, 117, 118, 119... (22 total positions)]. (3) Given the antibody sequence: QAVVTQESALTTSPGETVTLTCRSSTGAVTTSNYANWVQEKPDHLFTGLIGGTNNRAPGVPARFSGSLIGDKAALTITGGQTEDEAIYFCALWYSNHWVFGGGTALTVL, which amino acid positions are active in antigen binding (paratope)? The paratope positions are: [29, 30, 31].